This data is from Rat liver microsome stability data. The task is: Regression/Classification. Given a drug SMILES string, predict its absorption, distribution, metabolism, or excretion properties. Task type varies by dataset: regression for continuous measurements (e.g., permeability, clearance, half-life) or binary classification for categorical outcomes (e.g., BBB penetration, CYP inhibition). Dataset: rlm. (1) The compound is CCC1=C(c2nc(C3CCCCC3)cs2)[C@H](c2ccc(O)c(Cl)c2)NC(=O)N1. The result is 1 (stable in rat liver microsomes). (2) The compound is O=C(c1ccc(-c2ncc3cnc(-c4ccccc4)cn23)cc1)N1CCS(=O)(=O)CC1. The result is 0 (unstable in rat liver microsomes).